This data is from Forward reaction prediction with 1.9M reactions from USPTO patents (1976-2016). The task is: Predict the product of the given reaction. (1) Given the reactants [CH3:1][C:2]([O:5][C:6]([N:8]1[CH2:12][CH2:11][CH2:10][C@H:9]1[CH2:13][O:14][CH2:15][C:16]1[C:17]([C:30]2[CH:35]=[CH:34][CH:33]=[CH:32][CH:31]=2)=[N:18][C:19]2[C:24]([C:25]=1[C:26]([O:28]C)=[O:27])=[CH:23][CH:22]=[CH:21][CH:20]=2)=[O:7])([CH3:4])[CH3:3].[Li+].[OH-], predict the reaction product. The product is: [CH3:4][C:2]([O:5][C:6]([N:8]1[CH2:12][CH2:11][CH2:10][C@H:9]1[CH2:13][O:14][CH2:15][C:16]1[C:17]([C:30]2[CH:31]=[CH:32][CH:33]=[CH:34][CH:35]=2)=[N:18][C:19]2[C:24]([C:25]=1[C:26]([OH:28])=[O:27])=[CH:23][CH:22]=[CH:21][CH:20]=2)=[O:7])([CH3:1])[CH3:3]. (2) The product is: [CH2:1]([O:8][C:9]([C:11]1[C:19]2[C:14](=[CH:15][CH:16]=[C:17]([CH2:20][CH2:21][N:32]([CH2:33][CH:34]([CH3:36])[CH3:35])[CH2:28][CH:29]([CH3:31])[CH3:30])[CH:18]=2)[NH:13][C:12]=1[CH3:27])=[O:10])[C:2]1[CH:7]=[CH:6][CH:5]=[CH:4][CH:3]=1. Given the reactants [CH2:1]([O:8][C:9]([C:11]1[C:19]2[C:14](=[CH:15][CH:16]=[C:17]([CH2:20][CH2:21]OS(C)(=O)=O)[CH:18]=2)[NH:13][C:12]=1[CH3:27])=[O:10])[C:2]1[CH:7]=[CH:6][CH:5]=[CH:4][CH:3]=1.[CH2:28]([NH:32][CH2:33][CH:34]([CH3:36])[CH3:35])[CH:29]([CH3:31])[CH3:30], predict the reaction product.